Dataset: NCI-60 drug combinations with 297,098 pairs across 59 cell lines. Task: Regression. Given two drug SMILES strings and cell line genomic features, predict the synergy score measuring deviation from expected non-interaction effect. (1) Drug 1: C1=CC(=CC=C1CCC2=CNC3=C2C(=O)NC(=N3)N)C(=O)NC(CCC(=O)O)C(=O)O. Drug 2: CC1=C2C(C(=O)C3(C(CC4C(C3C(C(C2(C)C)(CC1OC(=O)C(C(C5=CC=CC=C5)NC(=O)OC(C)(C)C)O)O)OC(=O)C6=CC=CC=C6)(CO4)OC(=O)C)O)C)O. Cell line: CCRF-CEM. Synergy scores: CSS=62.8, Synergy_ZIP=-2.02, Synergy_Bliss=-1.71, Synergy_Loewe=0.216, Synergy_HSA=1.49. (2) Drug 1: CCC(=C(C1=CC=CC=C1)C2=CC=C(C=C2)OCCN(C)C)C3=CC=CC=C3.C(C(=O)O)C(CC(=O)O)(C(=O)O)O. Drug 2: C1=CC=C(C=C1)NC(=O)CCCCCCC(=O)NO. Cell line: NCI-H322M. Synergy scores: CSS=-6.83, Synergy_ZIP=2.19, Synergy_Bliss=-1.56, Synergy_Loewe=-2.74, Synergy_HSA=-5.48.